Predict the reactants needed to synthesize the given product. From a dataset of Full USPTO retrosynthesis dataset with 1.9M reactions from patents (1976-2016). (1) Given the product [Cl:31][C:23]1[CH:22]=[C:21](/[C:15](=[N:16]\[O:17][CH:18]([CH3:20])[CH3:19])/[C:14]([NH:13][C:12]2[CH:11]=[CH:10][NH:9][N:8]=2)=[O:32])[CH:26]=[CH:25][C:24]=1[S:27]([CH3:30])(=[O:29])=[O:28], predict the reactants needed to synthesize it. The reactants are: C(OC([N:8]1[C:12]([NH:13][C:14](=[O:32])/[C:15](/[C:21]2[CH:26]=[CH:25][C:24]([S:27]([CH3:30])(=[O:29])=[O:28])=[C:23]([Cl:31])[CH:22]=2)=[N:16]/[O:17][CH:18]([CH3:20])[CH3:19])=[CH:11][CH:10]=[N:9]1)=O)(C)(C)C.Cl. (2) Given the product [CH:10]([CH:8]1[CH2:9][CH:3]2[C:2]([CH3:1])=[CH:7][CH:6]1[CH:5]([OH:13])[CH2:4]2)([CH3:12])[CH3:11], predict the reactants needed to synthesize it. The reactants are: [CH3:1][C:2]1[CH:3]2[CH2:9][CH:8]([CH:10]([CH3:12])[CH3:11])[CH:6]([CH:7]=1)[C:5](=[O:13])[CH2:4]2.[BH4-].[Na+]. (3) Given the product [NH2:1][C:2]1[CH:3]=[C:4]([CH2:8][CH2:9][C:10]2[CH:24]=[C:23]([NH:25][C:26]3[C:31]([Cl:32])=[CH:30][N:29]=[C:28]([Cl:33])[N:27]=3)[CH:22]=[CH:21][C:11]=2[CH2:12][NH:13][C:14](=[O:20])[O:15][C:16]([CH3:19])([CH3:18])[CH3:17])[CH:5]=[N:6][CH:7]=1, predict the reactants needed to synthesize it. The reactants are: [NH2:1][C:2]1[CH:3]=[C:4](/[CH:8]=[CH:9]/[C:10]2[CH:24]=[C:23]([NH:25][C:26]3[C:31]([Cl:32])=[CH:30][N:29]=[C:28]([Cl:33])[N:27]=3)[CH:22]=[CH:21][C:11]=2[CH2:12][NH:13][C:14](=[O:20])[O:15][C:16]([CH3:19])([CH3:18])[CH3:17])[CH:5]=[N:6][CH:7]=1.C([O-])(=O)C.[Na+]. (4) Given the product [CH2:1]([O:3][C:4](=[O:8])[CH:5]([C:6]#[N:7])[CH2:35][CH2:34][CH:31]1[CH2:32][CH2:33][N:28]([C:27]2[C:22]3[C:21]([CH3:42])=[C:20]([CH3:43])[N:19]([C:15]4[C:16]([CH3:18])=[CH:17][C:12]([Br:11])=[CH:13][C:14]=4[CH3:44])[C:23]=3[N:24]=[C:25]([CH3:41])[N:26]=2)[CH2:29][CH2:30]1)[CH3:2], predict the reactants needed to synthesize it. The reactants are: [CH2:1]([O:3][C:4](=[O:8])[CH2:5][C:6]#[N:7])[CH3:2].[H-].[Na+].[Br:11][C:12]1[CH:17]=[C:16]([CH3:18])[C:15]([N:19]2[C:23]3[N:24]=[C:25]([CH3:41])[N:26]=[C:27]([N:28]4[CH2:33][CH2:32][CH:31]([CH2:34][CH2:35]OS(C)(=O)=O)[CH2:30][CH2:29]4)[C:22]=3[C:21]([CH3:42])=[C:20]2[CH3:43])=[C:14]([CH3:44])[CH:13]=1.[Na+].[I-].OS([O-])(=O)=O.[K+]. (5) Given the product [CH3:12][CH:13]=[C:14]([O:15][Si:20]([CH3:27])([CH3:26])[CH3:19])[N:40]=[CH:4][C:3]1[CH:6]=[CH:7][CH:8]=[CH:9][C:2]=1[CH3:1], predict the reactants needed to synthesize it. The reactants are: [CH3:1][C:2]1[CH:9]=[CH:8][CH:7]=[CH:6][C:3]=1[CH:4]=O.ClC1[CH:12]=[C:13](C=CC=1)[CH:14]=[O:15].[CH3:19][Si:20]([CH3:27])([CH3:26])N[Si:20]([CH3:27])([CH3:26])[CH3:19].C([Li])CCC.C[Si](Cl)(C)C.C([N:40](CC)CC)C.C(Cl)(=O)CC. (6) Given the product [Cl:33][C:18]1[CH:17]=[C:16]([NH:15][C:13]2[C:14]3[N:6]([CH2:5][CH2:4][NH:3][C:37](=[O:38])[CH2:36][C:35]([OH:34])([CH3:41])[CH3:40])[CH:7]=[CH:8][C:9]=3[N:10]=[CH:11][N:12]=2)[CH:21]=[CH:20][C:19]=1[O:22][C:23]1[CH:28]=[CH:27][CH:26]=[C:25]([C:29]([F:32])([F:31])[F:30])[CH:24]=1, predict the reactants needed to synthesize it. The reactants are: Cl.Cl.[NH2:3][CH2:4][CH2:5][N:6]1[C:14]2[C:13]([NH:15][C:16]3[CH:21]=[CH:20][C:19]([O:22][C:23]4[CH:28]=[CH:27][CH:26]=[C:25]([C:29]([F:32])([F:31])[F:30])[CH:24]=4)=[C:18]([Cl:33])[CH:17]=3)=[N:12][CH:11]=[N:10][C:9]=2[CH:8]=[CH:7]1.[OH:34][C:35]([CH3:41])([CH3:40])[CH2:36][C:37](O)=[O:38].Cl.C(N=C=NCCCN(C)C)C.O.ON1C2C=CC=CC=2N=N1. (7) Given the product [Br:32][C:33]1[N:38]2[N:39]=[CH:40][N:41]=[C:37]2[C:36]([NH:5][C:8]2[CH:9]=[CH:10][C:11]([N:14]3[CH2:15][CH2:16][O:55][CH2:52][CH2:53]3)=[C:58]([CH:13]=2)[C:57]([NH2:46])=[O:59])=[N:35][CH:34]=1, predict the reactants needed to synthesize it. The reactants are: CN1CC[N:5]([C:8]2[CH:13]=C[C:11]([NH:14][C:15]3[C:16]4N(N=CN=4)C(C4C=C(C(N)=O)SC=4)=CN=3)=[CH:10][CH:9]=2)CC1.[Br:32][C:33]1[N:38]2[N:39]=[CH:40][N:41]=[C:37]2[C:36](Br)=[N:35][CH:34]=1.C([N:46](CC)C(C)C)(C)C.[CH2:52]([OH:55])[CH2:53]C.C[CH:57]([OH:59])[CH3:58]. (8) The reactants are: [O:1]=[C:2]1[CH:7]=[CH:6][N:5]2[N:8]=[CH:9][CH:10]=[C:4]2[N:3]1[CH2:11][C:12]([OH:14])=O.[Cl:15][C:16]1[C:17]([C:22]2[NH:26][N:25]=[CH:24][N:23]=2)=[C:18]([NH2:21])[S:19][CH:20]=1. Given the product [Cl:15][C:16]1[C:17]([C:22]2[NH:26][N:25]=[CH:24][N:23]=2)=[C:18]([NH:21][C:12](=[O:14])[CH2:11][N:3]2[C:2](=[O:1])[CH:7]=[CH:6][N:5]3[N:8]=[CH:9][CH:10]=[C:4]23)[S:19][CH:20]=1, predict the reactants needed to synthesize it. (9) Given the product [NH2:18][C:19]1[C:20]2[C:27]([C:11]3[CH:12]=[CH:13][C:8]([Cl:7])=[C:9]([OH:17])[CH:10]=3)=[CH:26][N:25]([CH2:29][CH2:30][NH:31][C:32](=[O:38])[O:33][C:34]([CH3:36])([CH3:35])[CH3:37])[C:21]=2[N:22]=[CH:23][N:24]=1, predict the reactants needed to synthesize it. The reactants are: C([O-])([O-])=O.[Na+].[Na+].[Cl:7][C:8]1[CH:13]=[CH:12][C:11](B(O)O)=[CH:10][C:9]=1[OH:17].[NH2:18][C:19]1[C:20]2[C:27](Br)=[CH:26][N:25]([CH2:29][CH2:30][NH:31][C:32](=[O:38])[O:33][C:34]([CH3:37])([CH3:36])[CH3:35])[C:21]=2[N:22]=[CH:23][N:24]=1. (10) Given the product [C:23]1(/[CH:22]=[CH:21]\[CH:9]([O:8][CH2:1][C:2]2[CH:3]=[CH:4][CH:5]=[CH:6][CH:7]=2)[CH:12]([O:13][CH2:14][C:15]2[CH:16]=[CH:17][CH:18]=[CH:19][CH:20]=2)[CH:11]=[CH2:10])[CH:28]=[CH:27][CH:26]=[CH:25][CH:24]=1, predict the reactants needed to synthesize it. The reactants are: [CH2:1]([O:8][C:9]1[CH:12]([O:13][CH2:14][C:15]2[CH:20]=[CH:19][CH:18]=[CH:17][CH:16]=2)[CH2:11][CH:10]=1)[C:2]1[CH:7]=[CH:6][CH:5]=[CH:4][CH:3]=1.[CH2:21]=[CH:22][C:23]1[CH:28]=[CH:27][CH:26]=[CH:25][CH:24]=1.